Predict the reaction yield, written as a fraction of the theoretical maximum amount of product (1.0 means a 100% yield; for example, 0.34 means a 34% yield). From a dataset of Reaction yield outcomes from USPTO patents with 853,638 reactions. (1) The reactants are Cl[C:2]1[CH:7]=[CH:6][N:5]=[C:4]([N:8]2[CH2:19][CH2:18][N:17]3[C:10](=[CH:11][C:12]4[CH2:13][C:14]([CH3:21])([CH3:20])[CH2:15][C:16]=43)[C:9]2=[O:22])[C:3]=1[CH:23]=[O:24].[N:25]1[N:33]2[C:28]([CH2:29][O:30][CH2:31][CH2:32]2)=[CH:27][C:26]=1[NH:34][C:35]1[C:36](=[O:51])[N:37]([CH3:50])[CH:38]=[C:39](B2OC(C)(C)C(C)(C)O2)[CH:40]=1.[O-]P([O-])([O-])=O.[K+].[K+].[K+].C([O-])(=O)C.[Na+]. The yield is 0.780. The product is [CH3:50][N:37]1[C:36](=[O:51])[C:35]([NH:34][C:26]2[CH:27]=[C:28]3[CH2:29][O:30][CH2:31][CH2:32][N:33]3[N:25]=2)=[CH:40][C:39]([C:2]2[C:3]([CH:23]=[O:24])=[C:4]([N:8]3[CH2:19][CH2:18][N:17]4[C:10](=[CH:11][C:12]5[CH2:13][C:14]([CH3:21])([CH3:20])[CH2:15][C:16]=54)[C:9]3=[O:22])[N:5]=[CH:6][CH:7]=2)=[CH:38]1. The catalyst is C1C=CC(P(C2C=CC=CC=2)[C-]2C=CC=C2)=CC=1.C1C=CC(P(C2C=CC=CC=2)[C-]2C=CC=C2)=CC=1.Cl[Pd]Cl.[Fe+2].O.C(#N)C. (2) The catalyst is C1COCC1. The product is [CH2:7]([O:19][C:20]1[CH:21]=[CH:22][C:23]([CH2:24][OH:25])=[CH:28][CH:29]=1)[CH2:8][CH2:9][CH2:10][CH2:11][CH2:12][CH2:13][CH2:14][CH2:15][CH2:16][CH2:17][CH3:18]. The yield is 0.880. The reactants are [H-].[H-].[H-].[H-].[Li+].[Al+3].[CH2:7]([O:19][C:20]1[CH:29]=[CH:28][C:23]([C:24](OC)=[O:25])=[CH:22][CH:21]=1)[CH2:8][CH2:9][CH2:10][CH2:11][CH2:12][CH2:13][CH2:14][CH2:15][CH2:16][CH2:17][CH3:18].C(Cl)Cl. (3) The catalyst is CN(C)C=O.[Cl-].[Na+].O.C(OCC)(=O)C.[Pd].C1(P(C2C=CC=CC=2)C2C=CC=CC=2)C=CC=CC=1.C1(P(C2C=CC=CC=2)C2C=CC=CC=2)C=CC=CC=1.C1(P(C2C=CC=CC=2)C2C=CC=CC=2)C=CC=CC=1.C1(P(C2C=CC=CC=2)C2C=CC=CC=2)C=CC=CC=1. The product is [C:1]([O:5][C:6](=[O:7])[NH:8][C:9]([CH3:29])([CH3:28])[CH2:10][C:11]1[C:19]2[C:14](=[C:15]([C:39]3[CH:40]=[CH:41][S:37][CH:38]=3)[CH:16]=[CH:17][CH:18]=2)[NH:13][CH:12]=1)([CH3:2])([CH3:3])[CH3:4]. The reactants are [C:1]([O:5][C:6]([NH:8][C:9]([CH3:29])([CH3:28])[CH2:10][C:11]1[C:19]2[C:14](=[C:15](OS(C(F)(F)F)(=O)=O)[CH:16]=[CH:17][CH:18]=2)[NH:13][CH:12]=1)=[O:7])([CH3:4])([CH3:3])[CH3:2].C(N(CC)CC)C.[S:37]1[CH:41]=[CH:40][C:39](B(O)O)=[CH:38]1. The yield is 0.690. (4) The reactants are Cl[C:2]1[N:7]=[C:6]([CH2:8][CH2:9][C:10]2[CH:15]=[CH:14][CH:13]=[CH:12][C:11]=2[C:16]2([C:19]([NH2:21])=[O:20])[CH2:18][CH2:17]2)[C:5]([Cl:22])=[CH:4][N:3]=1.[NH2:23][C:24]1[CH:25]=[N:26][N:27]([CH3:29])[CH:28]=1.C1(C)C=CC(S(O)(=O)=O)=CC=1. The catalyst is O1CCOCC1. The product is [Cl:22][C:5]1[C:6]([CH2:8][CH2:9][C:10]2[CH:15]=[CH:14][CH:13]=[CH:12][C:11]=2[C:16]2([C:19]([NH2:21])=[O:20])[CH2:18][CH2:17]2)=[N:7][C:2]([NH:23][C:24]2[CH:25]=[N:26][N:27]([CH3:29])[CH:28]=2)=[N:3][CH:4]=1. The yield is 0.560.